Dataset: Reaction yield outcomes from USPTO patents with 853,638 reactions. Task: Predict the reaction yield, written as a fraction of the theoretical maximum amount of product (1.0 means a 100% yield; for example, 0.34 means a 34% yield). (1) The reactants are [NH2:1][C@@H:2]([CH3:5])[CH2:3][OH:4].C(Cl)Cl.[Si:9](Cl)([C:22]([CH3:25])([CH3:24])[CH3:23])([C:16]1[CH:21]=[CH:20][CH:19]=[CH:18][CH:17]=1)[C:10]1[CH:15]=[CH:14][CH:13]=[CH:12][CH:11]=1. The catalyst is CN(C1C=CN=CC=1)C.O. The product is [Si:9]([O:4][CH2:3][C@@H:2]([NH2:1])[CH3:5])([C:22]([CH3:25])([CH3:24])[CH3:23])([C:16]1[CH:17]=[CH:18][CH:19]=[CH:20][CH:21]=1)[C:10]1[CH:15]=[CH:14][CH:13]=[CH:12][CH:11]=1. The yield is 0.759. (2) The reactants are [CH2:1]([O:8][C@H:9]1[C@@H:13]2[O:14][C:15]([CH3:18])([CH3:17])[O:16][C@@H:12]2[C@@H:11]([C:19]([OH:21])=O)[O:10]1)C1C=CC=CC=1.[NH3:22].C(OCC)(=O)C. The catalyst is CO.CS(O)(=O)=O. The product is [CH3:1][O:8][C@H:9]1[C@@H:13]2[O:14][C:15]([CH3:18])([CH3:17])[O:16][C@@H:12]2[C@@H:11]([C:19]([NH2:22])=[O:21])[O:10]1. The yield is 0.642. (3) The reactants are [H-].[H-].[H-].[H-].[Li+].[Al+3].[N+:7]([C:10]1[CH:11]=[C:12]2[C:16](=[CH:17][CH:18]=1)[NH:15][C:14]([CH:19]([CH3:25])[C:20](OCC)=[O:21])=[CH:13]2)([O-:9])=[O:8].O.[OH-].[Na+]. The catalyst is C1COCC1. The product is [N+:7]([C:10]1[CH:11]=[C:12]2[C:16](=[CH:17][CH:18]=1)[NH:15][C:14]([CH:19]([CH3:25])[CH2:20][OH:21])=[CH:13]2)([O-:9])=[O:8]. The yield is 0.810.